Dataset: NCI-60 drug combinations with 297,098 pairs across 59 cell lines. Task: Regression. Given two drug SMILES strings and cell line genomic features, predict the synergy score measuring deviation from expected non-interaction effect. Drug 2: B(C(CC(C)C)NC(=O)C(CC1=CC=CC=C1)NC(=O)C2=NC=CN=C2)(O)O. Cell line: SF-295. Drug 1: CC1=C(C=C(C=C1)NC(=O)C2=CC=C(C=C2)CN3CCN(CC3)C)NC4=NC=CC(=N4)C5=CN=CC=C5. Synergy scores: CSS=39.8, Synergy_ZIP=-1.93, Synergy_Bliss=-0.0224, Synergy_Loewe=-1.60, Synergy_HSA=-1.26.